Dataset: Full USPTO retrosynthesis dataset with 1.9M reactions from patents (1976-2016). Task: Predict the reactants needed to synthesize the given product. Given the product [F:1][C:2]([CH3:29])([CH3:28])[CH2:3][N:4]1[CH2:9][CH2:8][CH:7]([CH2:10][O:11][C:12]2[N:17]=[CH:16][C:15]([C:18]3[CH:19]=[CH:20][C:21]([C:22]([OH:24])=[O:23])=[CH:26][CH:27]=3)=[CH:14][CH:13]=2)[CH2:6][CH2:5]1, predict the reactants needed to synthesize it. The reactants are: [F:1][C:2]([CH3:29])([CH3:28])[CH2:3][N:4]1[CH2:9][CH2:8][CH:7]([CH2:10][O:11][C:12]2[N:17]=[CH:16][C:15]([C:18]3[CH:27]=[CH:26][C:21]([C:22]([O:24]C)=[O:23])=[CH:20][CH:19]=3)=[CH:14][CH:13]=2)[CH2:6][CH2:5]1.CO.O.[Li+].[OH-].